From a dataset of Catalyst prediction with 721,799 reactions and 888 catalyst types from USPTO. Predict which catalyst facilitates the given reaction. Reactant: [Li+].CCC[CH2-].[Br:6][C:7]1[CH:8]=[CH:9][C:10]([O:30][CH3:31])=[C:11]([CH:13]([O:22][Si:23]([C:26]([CH3:29])([CH3:28])[CH3:27])([CH3:25])[CH3:24])[C:14]2[C:15]([F:21])=[N:16][C:17]([F:20])=[CH:18][CH:19]=2)[CH:12]=1.[CH2:32]([Sn:36](Cl)([CH2:41][CH2:42][CH2:43][CH3:44])[CH2:37][CH2:38][CH2:39][CH3:40])[CH2:33][CH2:34][CH3:35]. Product: [Br:6][C:7]1[CH:8]=[CH:9][C:10]([O:30][CH3:31])=[C:11]([CH:13]([O:22][Si:23]([C:26]([CH3:27])([CH3:28])[CH3:29])([CH3:24])[CH3:25])[C:14]2[C:15]([F:21])=[N:16][C:17]([F:20])=[C:18]([Sn:36]([CH2:37][CH2:38][CH2:39][CH3:40])([CH2:41][CH2:42][CH2:43][CH3:44])[CH2:32][CH2:33][CH2:34][CH3:35])[CH:19]=2)[CH:12]=1. The catalyst class is: 1.